Predict the reaction yield, written as a fraction of the theoretical maximum amount of product (1.0 means a 100% yield; for example, 0.34 means a 34% yield). From a dataset of Reaction yield outcomes from USPTO patents with 853,638 reactions. (1) The reactants are [O:1]=[C:2]1[CH2:6][CH2:5][CH2:4][N:3]1[C@@H:7]1[CH2:12][CH2:11][C@H:10]([O:13]C(=O)C2C=CC([N+]([O-])=O)=CC=2)[CH2:9][CH2:8]1.C(=O)([O-])[O-].[K+].[K+]. The catalyst is CO.O. The product is [OH:13][C@@H:10]1[CH2:9][CH2:8][C@H:7]([N:3]2[CH2:4][CH2:5][CH2:6][C:2]2=[O:1])[CH2:12][CH2:11]1. The yield is 0.830. (2) The reactants are [CH2:1]([NH:19][C:20](=[O:45])[CH2:21][CH2:22][CH:23]([CH:25]1[C:41]2([CH3:42])[CH:28]([CH:29]3[CH:38]([CH2:39][CH2:40]2)[C:37]2([CH3:43])[CH:32]([CH2:33][CH:34]([OH:44])[CH2:35][CH2:36]2)[CH2:31][CH2:30]3)[CH2:27][CH2:26]1)[CH3:24])[CH2:2][CH2:3][CH2:4][CH2:5][CH2:6][CH2:7][CH2:8][CH2:9][CH2:10][CH2:11][CH2:12][CH2:13][CH2:14][CH2:15][CH2:16][CH2:17][CH3:18].[C:46](=O)([O:55]N1C(=O)CCC1=O)[O:47][N:48]1[C:52](=[O:53])[CH2:51][CH2:50][C:49]1=[O:54].C(N(CC)CC)C.C(#N)C. The catalyst is ClCCl. The product is [O:54]=[C:49]1[CH2:50][CH2:51][C:52](=[O:53])[N:48]1[O:47][C:46](=[O:55])[O:44][CH:34]1[CH2:33][CH:32]2[C:37]([CH3:43])([CH:38]3[CH:29]([CH2:30][CH2:31]2)[CH:28]2[C:41]([CH3:42])([CH:25]([CH:23]([CH3:24])[CH2:22][CH2:21][C:20](=[O:45])[NH:19][CH2:1][CH2:2][CH2:3][CH2:4][CH2:5][CH2:6][CH2:7][CH2:8][CH2:9][CH2:10][CH2:11][CH2:12][CH2:13][CH2:14][CH2:15][CH2:16][CH2:17][CH3:18])[CH2:26][CH2:27]2)[CH2:40][CH2:39]3)[CH2:36][CH2:35]1. The yield is 0.810. (3) The reactants are [OH:1][CH2:2][C:3]1[CH:4]=[C:5]([NH:9][C:10](=[O:16])[O:11][C:12]([CH3:15])([CH3:14])[CH3:13])[CH:6]=[CH:7][CH:8]=1.[CH3:17][C:18]([Si:21](Cl)([CH3:23])[CH3:22])([CH3:20])[CH3:19].CN(C=O)C.N1C=CN=C1. The catalyst is CCOCC. The product is [Si:21]([O:1][CH2:2][C:3]1[CH:4]=[C:5]([NH:9][C:10](=[O:16])[O:11][C:12]([CH3:13])([CH3:15])[CH3:14])[CH:6]=[CH:7][CH:8]=1)([C:18]([CH3:20])([CH3:19])[CH3:17])([CH3:23])[CH3:22]. The yield is 0.940. (4) The reactants are [CH2:1]([C:4]1[CH:9]=[CH:8][C:7]([CH3:10])=[CH:6][C:5]=1[N+:11]([O-])=O)[CH:2]=[CH2:3]. The catalyst is [Pd].C(OCC)(=O)C. The product is [CH3:10][C:7]1[CH:8]=[CH:9][C:4]([CH2:1][CH2:2][CH3:3])=[C:5]([CH:6]=1)[NH2:11]. The yield is 0.930. (5) The reactants are [BH4-].[Na+].[Cl:3][C:4]1[CH:9]=[CH:8][C:7]([CH2:10][CH:11]([C:17]([C:19]2[CH:24]=[CH:23][C:22]([F:25])=[CH:21][CH:20]=2)=[O:18])[C:12]([O:14][CH2:15][CH3:16])=[O:13])=[CH:6][C:5]=1[O:26][C:27]([F:32])([F:31])[CH:28]([F:30])[F:29].Cl.O. The catalyst is C(OCC)C.[Cl-].[Zn+2].[Cl-]. The product is [Cl:3][C:4]1[CH:9]=[CH:8][C:7]([CH2:10][CH:11]([CH:17]([C:19]2[CH:24]=[CH:23][C:22]([F:25])=[CH:21][CH:20]=2)[OH:18])[C:12]([O:14][CH2:15][CH3:16])=[O:13])=[CH:6][C:5]=1[O:26][C:27]([F:31])([F:32])[CH:28]([F:29])[F:30]. The yield is 0.880. (6) The yield is 0.950. The product is [Br:1][C:2]1[N:6]([CH:7]([CH3:9])[CH3:8])[N:5]=[CH:4][C:3]=1[CH2:10][Br:13]. The reactants are [Br:1][C:2]1[N:6]([CH:7]([CH3:9])[CH3:8])[N:5]=[CH:4][C:3]=1[CH2:10]O.P(Br)(Br)[Br:13]. The catalyst is ClCCl.